This data is from Reaction yield outcomes from USPTO patents with 853,638 reactions. The task is: Predict the reaction yield, written as a fraction of the theoretical maximum amount of product (1.0 means a 100% yield; for example, 0.34 means a 34% yield). The product is [Br:1][C:2]1[CH:3]=[C:4]([N+:9]([O-:11])=[O:10])[C:5]([NH:16][CH2:15][CH:12]2[CH2:14][CH2:13]2)=[N:6][CH:7]=1. The reactants are [Br:1][C:2]1[CH:3]=[C:4]([N+:9]([O-:11])=[O:10])[C:5](Cl)=[N:6][CH:7]=1.[CH:12]1([CH2:15][NH2:16])[CH2:14][CH2:13]1.C(N(CC)C(C)C)(C)C. The yield is 0.960. The catalyst is C(O)C.